This data is from Full USPTO retrosynthesis dataset with 1.9M reactions from patents (1976-2016). The task is: Predict the reactants needed to synthesize the given product. (1) Given the product [CH3:1][N:18]1[C:17]2[CH:19]=[CH:20][CH:21]=[CH:22][C:16]=2[CH2:15][S:14](=[O:24])(=[O:23])[C:13]2[CH:25]=[C:9]([C:7]([OH:6])=[O:8])[CH:10]=[CH:11][C:12]1=2, predict the reactants needed to synthesize it. The reactants are: [CH3:1]I.[OH-].[Na+].C[O:6][C:7]([C:9]1[CH:10]=[CH:11][C:12]2[NH:18][C:17]3[CH:19]=[CH:20][CH:21]=[CH:22][C:16]=3[CH2:15][S:14](=[O:24])(=[O:23])[C:13]=2[CH:25]=1)=[O:8].O. (2) The reactants are: [CH3:1][C:2]1[N:7]=[C:6]([NH:8][C:9]2[CH:10]=[N:11][N:12]([CH3:15])[C:13]=2[CH3:14])[N:5]=[C:4](Cl)[N:3]=1.[C:17]([C:19]1[CH:39]=C(B2OC(C)(C)C(C)(C)O2)[CH:37]=[CH:36][C:20]=1[O:21][C@H:22]1[CH2:27][CH2:26][N:25]([C:28]([O:30][C:31]([CH3:34])([CH3:33])[CH3:32])=[O:29])[CH2:24][C@H:23]1[F:35])#[N:18].C(=O)([O-])[O-].[Na+].[Na+]. Given the product [C:17]([C:19]1[CH:39]=[C:1]([C:2]2[N:7]=[C:6]([NH:8][C:9]3[CH:10]=[N:11][N:12]([CH3:15])[C:13]=3[CH3:14])[N:5]=[CH:4][N:3]=2)[CH:37]=[CH:36][C:20]=1[O:21][C@H:22]1[CH2:27][CH2:26][N:25]([C:28]([O:30][C:31]([CH3:32])([CH3:33])[CH3:34])=[O:29])[CH2:24][C@H:23]1[F:35])#[N:18], predict the reactants needed to synthesize it.